From a dataset of Catalyst prediction with 721,799 reactions and 888 catalyst types from USPTO. Predict which catalyst facilitates the given reaction. (1) Reactant: [CH3:1][N:2]([CH3:51])[CH2:3][CH2:4][O:5][C:6](=[O:50])[CH2:7][C:8]1[CH:13]=[CH:12][C:11]([C:14]2[CH:15]=[CH:16][C:17]3=[C:18]([CH:49]=2)[N:19]=[C:20]([NH:41]C(OC(C)(C)C)=O)[CH2:21][C:22]([C:24](=[O:40])[N:25]([CH2:29][CH2:30][CH2:31][O:32][Si](C(C)(C)C)(C)C)[CH2:26][CH2:27][CH3:28])=[CH:23]3)=[CH:10][CH:9]=1. Product: [CH3:51][N:2]([CH3:1])[CH2:3][CH2:4][O:5][C:6](=[O:50])[CH2:7][C:8]1[CH:9]=[CH:10][C:11]([C:14]2[CH:15]=[CH:16][C:17]3=[C:18]([CH:49]=2)[N:19]=[C:20]([NH2:41])[CH2:21][C:22]([C:24](=[O:40])[N:25]([CH2:29][CH2:30][CH2:31][OH:32])[CH2:26][CH2:27][CH3:28])=[CH:23]3)=[CH:12][CH:13]=1. The catalyst class is: 620. (2) Reactant: [CH3:1][O:2][C:3]1[CH:8]=[CH:7][CH:6]=[CH:5][C:4]=1[C:9](=[O:27])[C:10](=[CH:14][C:15]1[CH:16]=[CH:17][CH:18]=[C:19]2[C:24]=1[O:23][C:22]([CH3:25])=[CH:21][C:20]2=[O:26])[C:11](=O)[CH3:12].[NH2:28]/[C:29](/[CH3:37])=[CH:30]\[C:31]([O:33][CH2:34][CH2:35][CH3:36])=[O:32]. Product: [CH3:1][O:2][C:3]1[CH:8]=[CH:7][CH:6]=[CH:5][C:4]=1[C:9]([C:10]1[CH:14]([C:15]2[CH:16]=[CH:17][CH:18]=[C:19]3[C:24]=2[O:23][C:22]([CH3:25])=[CH:21][C:20]3=[O:26])[C:30]([C:31]([O:33][CH2:34][CH2:35][CH3:36])=[O:32])=[C:29]([CH3:37])[NH:28][C:11]=1[CH3:12])=[O:27]. The catalyst class is: 41.